Dataset: NCI-60 drug combinations with 297,098 pairs across 59 cell lines. Task: Regression. Given two drug SMILES strings and cell line genomic features, predict the synergy score measuring deviation from expected non-interaction effect. (1) Drug 1: C1CC(=O)NC(=O)C1N2CC3=C(C2=O)C=CC=C3N. Drug 2: C1=NC2=C(N=C(N=C2N1C3C(C(C(O3)CO)O)O)F)N. Cell line: SF-295. Synergy scores: CSS=7.01, Synergy_ZIP=-2.01, Synergy_Bliss=3.60, Synergy_Loewe=3.30, Synergy_HSA=3.54. (2) Drug 1: CC1=C(C(CCC1)(C)C)C=CC(=CC=CC(=CC(=O)O)C)C. Drug 2: CC1=C(C(=CC=C1)Cl)NC(=O)C2=CN=C(S2)NC3=CC(=NC(=N3)C)N4CCN(CC4)CCO. Cell line: OVCAR-4. Synergy scores: CSS=3.29, Synergy_ZIP=-0.330, Synergy_Bliss=2.22, Synergy_Loewe=-1.15, Synergy_HSA=0.303. (3) Drug 1: COC1=CC(=CC(=C1O)OC)C2C3C(COC3=O)C(C4=CC5=C(C=C24)OCO5)OC6C(C(C7C(O6)COC(O7)C8=CC=CS8)O)O. Drug 2: N.N.Cl[Pt+2]Cl. Cell line: A498. Synergy scores: CSS=26.6, Synergy_ZIP=2.15, Synergy_Bliss=1.52, Synergy_Loewe=-17.6, Synergy_HSA=0.630.